Dataset: Reaction yield outcomes from USPTO patents with 853,638 reactions. Task: Predict the reaction yield, written as a fraction of the theoretical maximum amount of product (1.0 means a 100% yield; for example, 0.34 means a 34% yield). (1) The reactants are [CH3:1][N:2]([CH3:16])[C:3]1[S:4][C@H:5]2[O:11][C@H:10]([CH2:12][OH:13])[C@@H:9]([OH:14])[C@H:8]([OH:15])[C@H:6]2[N:7]=1.[H-].[Na+].[CH:19]1[CH:24]=[CH:23][C:22]([CH2:25]Br)=[CH:21][CH:20]=1. The catalyst is CN(C=O)C. The product is [CH2:25]([O:14][C@@H:9]1[C@@H:10]([CH2:12][O:13][CH2:25][C:22]2[CH:23]=[CH:24][CH:19]=[CH:20][CH:21]=2)[O:11][C@H:5]2[C@H:6]([N:7]=[C:3]([N:2]([CH3:16])[CH3:1])[S:4]2)[C@H:8]1[O:15][CH2:25][C:22]1[CH:23]=[CH:24][CH:19]=[CH:20][CH:21]=1)[C:22]1[CH:23]=[CH:24][CH:19]=[CH:20][CH:21]=1. The yield is 0.800. (2) The reactants are [CH3:1][O:2][C:3]1[CH:4]=[C:5]([NH2:15])[CH:6]=[CH:7][C:8]=1[N:9]1[CH:13]=[C:12]([CH3:14])[N:11]=[CH:10]1.Cl[C:17]1[N:22]=[C:21]([CH2:23][C:24]2[CH:29]=[CH:28][CH:27]=[C:26]([Cl:30])[CH:25]=2)[CH:20]=[CH:19][N:18]=1. No catalyst specified. The product is [Cl:30][C:26]1[CH:25]=[C:24]([CH:29]=[CH:28][CH:27]=1)[CH2:23][C:21]1[CH:20]=[CH:19][N:18]=[C:17]([NH:15][C:5]2[CH:6]=[CH:7][C:8]([N:9]3[CH:13]=[C:12]([CH3:14])[N:11]=[CH:10]3)=[C:3]([O:2][CH3:1])[CH:4]=2)[N:22]=1. The yield is 0.550. (3) The reactants are C1(COC([NH:11][C:12](=[C:17]2[CH2:22][CH2:21][CH:20]([C:23]([F:26])([F:25])[F:24])[CH2:19][CH2:18]2)[C:13]([O:15][CH3:16])=[O:14])=O)C=CC=CC=1.[H][H]. The catalyst is CO.[Pd]. The product is [NH2:11][CH:12]([CH:17]1[CH2:22][CH2:21][CH:20]([C:23]([F:24])([F:25])[F:26])[CH2:19][CH2:18]1)[C:13]([O:15][CH3:16])=[O:14]. The yield is 1.00. (4) The reactants are [CH2:1]([O:8][C:9]1([C:12]2[CH:17]=[CH:16][C:15]([C:18]#[C:19][C:20]3[CH:25]=[CH:24][C:23]([CH2:26][C:27]([O:29]C)=[O:28])=[CH:22][CH:21]=3)=[CH:14][CH:13]=2)[CH2:11][CH2:10]1)[C:2]1[CH:7]=[CH:6][CH:5]=[CH:4][CH:3]=1.[OH-].[Na+]. The catalyst is C(O)C.O1CCCC1. The product is [CH2:1]([O:8][C:9]1([C:12]2[CH:17]=[CH:16][C:15]([C:18]#[C:19][C:20]3[CH:21]=[CH:22][C:23]([CH2:26][C:27]([OH:29])=[O:28])=[CH:24][CH:25]=3)=[CH:14][CH:13]=2)[CH2:11][CH2:10]1)[C:2]1[CH:3]=[CH:4][CH:5]=[CH:6][CH:7]=1. The yield is 0.810. (5) The catalyst is C(#N)C.ClCCl. The yield is 0.460. The reactants are [O:1]1[C:5]2[CH:6]=[CH:7][C:8]([C:10]3([C:13]([NH:15][C:16]4[CH:21]=[CH:20][C:19]([CH2:22]O)=[C:18]([Br:24])[CH:17]=4)=[O:14])[CH2:12][CH2:11]3)=[CH:9][C:4]=2[O:3][CH2:2]1.CS(Cl)(=O)=O.[CH:30]([N:33](CC)C(C)C)(C)C.[C-]#N.[K+]. The product is [O:1]1[C:5]2[CH:6]=[CH:7][C:8]([C:10]3([C:13]([NH:15][C:16]4[CH:21]=[CH:20][C:19]([CH2:22][C:30]#[N:33])=[C:18]([Br:24])[CH:17]=4)=[O:14])[CH2:12][CH2:11]3)=[CH:9][C:4]=2[O:3][CH2:2]1. (6) The reactants are [C:1]([O:5][CH3:6])(=[O:4])[CH2:2][OH:3].[H-].[Na+].[Cl:9][C:10]1[C:15]([N+:16]([O-:18])=[O:17])=[C:14](Cl)[N:13]=[CH:12][N:11]=1.O. The catalyst is CN(C)C=O. The product is [CH3:6][O:5][C:1](=[O:4])[CH2:2][O:3][C:14]1[C:15]([N+:16]([O-:18])=[O:17])=[C:10]([Cl:9])[N:11]=[CH:12][N:13]=1. The yield is 0.440. (7) The reactants are [CH2:1]([O:3][C:4]([C:6]1(O)[CH2:10][N:9]([C:11]2[CH:16]=[CH:15][C:14]([Cl:17])=[CH:13][CH:12]=2)[C:8]([C:18]2[CH:23]=[CH:22][C:21]([Cl:24])=[CH:20][C:19]=2[Cl:25])=[N:7]1)=[O:5])[CH3:2].O.C1(C)C=CC(S(O)(=O)=O)=CC=1. The catalyst is C1(C)C=CC=CC=1. The product is [CH2:1]([O:3][C:4]([C:6]1[N:7]=[C:8]([C:18]2[CH:23]=[CH:22][C:21]([Cl:24])=[CH:20][C:19]=2[Cl:25])[N:9]([C:11]2[CH:12]=[CH:13][C:14]([Cl:17])=[CH:15][CH:16]=2)[CH:10]=1)=[O:5])[CH3:2]. The yield is 0.697.